Dataset: Rat liver microsome stability data. Task: Regression/Classification. Given a drug SMILES string, predict its absorption, distribution, metabolism, or excretion properties. Task type varies by dataset: regression for continuous measurements (e.g., permeability, clearance, half-life) or binary classification for categorical outcomes (e.g., BBB penetration, CYP inhibition). Dataset: rlm. (1) The drug is O=c1ncn(Cc2c(F)cc(F)cc2F)c2ccc(Oc3cccnc3C(F)(F)F)cc12. The result is 1 (stable in rat liver microsomes). (2) The result is 0 (unstable in rat liver microsomes). The compound is Cc1cc(NS(=O)(=O)c2ccc(N(C)C(=O)Cc3ccc(Cl)c(Cl)c3)cc2)no1. (3) The compound is CC(C)CN(CC(=O)N(CCCN1CCCC1=O)CC(N)=O)C(=O)CNCCc1ccccc1F. The result is 0 (unstable in rat liver microsomes). (4) The drug is COc1cc2c(cc1Oc1cccc(N(C)C)c1)NC(=O)C21CCN(c2cnccn2)CC1. The result is 1 (stable in rat liver microsomes). (5) The drug is Cc1cnc2c(C(F)(F)F)cccc2c1-c1cccc(Oc2cc(F)cc(S(C)(=O)=O)c2)c1. The result is 0 (unstable in rat liver microsomes).